Dataset: Reaction yield outcomes from USPTO patents with 853,638 reactions. Task: Predict the reaction yield, written as a fraction of the theoretical maximum amount of product (1.0 means a 100% yield; for example, 0.34 means a 34% yield). (1) The reactants are S(=O)(=O)(O)[OH:2].[NH2:6][C:7]1[S:11][N:10]=[C:9]([CH3:12])[C:8]=1[C:13]#[N:14].N. No catalyst specified. The product is [NH2:6][C:7]1[S:11][N:10]=[C:9]([CH3:12])[C:8]=1[C:13]([NH2:14])=[O:2]. The yield is 0.800. (2) The reactants are [Cl-].O[NH3+:3].[C:4](=[O:7])([O-])[OH:5].[Na+].CS(C)=O.[CH3:13][O:14][CH2:15][C:16]1[N:17]=[C:18]([CH3:44])[N:19]([CH2:38][C:39]2[S:40][CH:41]=[CH:42][CH:43]=2)[C:20](=[O:37])[C:21]=1[CH2:22][C:23]1[CH:28]=[CH:27][C:26]([C:29]2[C:30]([C:35]#[N:36])=[CH:31][CH:32]=[CH:33][CH:34]=2)=[CH:25][CH:24]=1. The catalyst is C(OCC)(=O)C. The product is [CH3:13][O:14][CH2:15][C:16]1[N:17]=[C:18]([CH3:44])[N:19]([CH2:38][C:39]2[S:40][CH:41]=[CH:42][CH:43]=2)[C:20](=[O:37])[C:21]=1[CH2:22][C:23]1[CH:24]=[CH:25][C:26]([C:29]2[CH:34]=[CH:33][CH:32]=[CH:31][C:30]=2[C:35]2[NH:3][C:4](=[O:7])[O:5][N:36]=2)=[CH:27][CH:28]=1. The yield is 0.520. (3) No catalyst specified. The product is [OH:1][C@@:2]1([C:9]#[C:10][C:11]2[CH:12]=[C:13]([C:17]3[N:22]=[C:21]([C:23]([NH2:28])=[O:24])[CH:20]=[C:19]([O:26][CH3:27])[CH:18]=3)[CH:14]=[CH:15][CH:16]=2)[CH2:6][CH2:5][N:4]([CH3:7])[C:3]1=[O:8]. The yield is 0.281. The reactants are [OH:1][C@@:2]1([C:9]#[C:10][C:11]2[CH:12]=[C:13]([C:17]3[N:22]=[C:21]([C:23]([O-])=[O:24])[CH:20]=[C:19]([O:26][CH3:27])[CH:18]=3)[CH:14]=[CH:15][CH:16]=2)[CH2:6][CH2:5][N:4]([CH3:7])[C:3]1=[O:8].[NH3:28]. (4) The reactants are [CH2:1]([O:8][C:9]1[N:10]=[N:11][C:12](Cl)=[CH:13][C:14]=1[O:15][CH2:16][C:17]1[CH:22]=[CH:21][CH:20]=[CH:19][CH:18]=1)[C:2]1[CH:7]=[CH:6][CH:5]=[CH:4][CH:3]=1.[Cl-].[Cl:25][C:26]1[CH:27]=[C:28]([CH:31]=[CH:32][CH:33]=1)[CH2:29][Zn+]. The catalyst is O1CCCC1.C1C=CC([P]([Pd]([P](C2C=CC=CC=2)(C2C=CC=CC=2)C2C=CC=CC=2)([P](C2C=CC=CC=2)(C2C=CC=CC=2)C2C=CC=CC=2)[P](C2C=CC=CC=2)(C2C=CC=CC=2)C2C=CC=CC=2)(C2C=CC=CC=2)C2C=CC=CC=2)=CC=1. The product is [CH2:1]([O:8][C:9]1[N:10]=[N:11][C:12]([CH2:29][C:28]2[CH:31]=[CH:32][CH:33]=[C:26]([Cl:25])[CH:27]=2)=[CH:13][C:14]=1[O:15][CH2:16][C:17]1[CH:22]=[CH:21][CH:20]=[CH:19][CH:18]=1)[C:2]1[CH:7]=[CH:6][CH:5]=[CH:4][CH:3]=1. The yield is 0.230. (5) The reactants are [OH:1][C:2]1[CH:9]=[CH:8][C:7]([O:10][C:11]([F:14])([F:13])[F:12])=[CH:6][C:3]=1[CH:4]=[O:5].[I:15]N1C(=O)CCC1=O. The catalyst is CN(C=O)C. The product is [OH:1][C:2]1[C:9]([I:15])=[CH:8][C:7]([O:10][C:11]([F:12])([F:13])[F:14])=[CH:6][C:3]=1[CH:4]=[O:5]. The yield is 0.970. (6) The reactants are [CH:1]1([N:6]2[CH2:12][C:11]([F:14])([F:13])[C:10](=[O:15])[N:9]([CH3:16])[C:8]3[CH:17]=[N:18][C:19]([NH:21][C:22]4[CH:40]=[CH:39][C:25]([C:26]([NH:28][CH:29]5[CH2:32][N:31]([CH:33]6[CH2:38][CH2:37][NH:36][CH2:35][CH2:34]6)[CH2:30]5)=[O:27])=[CH:24][C:23]=4[O:41][CH3:42])=[N:20][C:7]2=3)[CH2:5][CH2:4][CH2:3][CH2:2]1.CC(O)=O.[CH:47]1([CH:50]=O)[CH2:49][CH2:48]1. The catalyst is CO. The product is [CH:1]1([N:6]2[CH2:12][C:11]([F:13])([F:14])[C:10](=[O:15])[N:9]([CH3:16])[C:8]3[CH:17]=[N:18][C:19]([NH:21][C:22]4[CH:40]=[CH:39][C:25]([C:26]([NH:28][CH:29]5[CH2:30][N:31]([CH:33]6[CH2:38][CH2:37][N:36]([CH2:50][CH:47]7[CH2:49][CH2:48]7)[CH2:35][CH2:34]6)[CH2:32]5)=[O:27])=[CH:24][C:23]=4[O:41][CH3:42])=[N:20][C:7]2=3)[CH2:5][CH2:4][CH2:3][CH2:2]1. The yield is 0.440. (7) The reactants are [Cl:1][C:2]1[CH:3]=[CH:4][C:5]([CH2:8][O:9][C:10]2[CH:15]=[CH:14][N:13]([C:16]3[CH:17]=[N:18][C:19]([N:22]4[CH2:25][C:24]5([CH2:30][CH2:29][N:28](C(OC(C)(C)C)=O)[CH2:27][CH2:26]5)[C:23]4=[O:38])=[CH:20][CH:21]=3)[C:12](=[O:39])[CH:11]=2)=[N:6][CH:7]=1. The catalyst is C(O)(C(F)(F)F)=O.C(Cl)Cl. The product is [Cl:1][C:2]1[CH:3]=[CH:4][C:5]([CH2:8][O:9][C:10]2[CH:15]=[CH:14][N:13]([C:16]3[CH:17]=[N:18][C:19]([N:22]4[CH2:25][C:24]5([CH2:26][CH2:27][NH:28][CH2:29][CH2:30]5)[C:23]4=[O:38])=[CH:20][CH:21]=3)[C:12](=[O:39])[CH:11]=2)=[N:6][CH:7]=1. The yield is 0.328. (8) The reactants are [CH2:1]([OH:13])[CH2:2][O:3][CH2:4][CH2:5][O:6][CH2:7][CH2:8][O:9][CH2:10][CH2:11][OH:12].[CH3:14]C(C)([O-])C.[K+].CO[CH2:22][CH2:23][O:24][CH2:25][CH2:26][O:27][CH2:28][CH2:29][OH:30]. The catalyst is C1COCC1. The product is [CH3:14][O:12][CH2:11][CH2:10][O:9][CH2:8][CH2:7][O:6][CH2:5][CH2:4][O:3][CH2:2][CH2:1][O:13][CH2:22][CH2:23][O:24][CH2:25][CH2:26][O:27][CH2:28][CH2:29][OH:30]. The yield is 0.410. (9) The reactants are [NH2:1][C@H:2]1[CH2:7][CH2:6][N:5]([C:8]([O:10][C:11]([CH3:14])([CH3:13])[CH3:12])=[O:9])[CH2:4][C@H:3]1[O:15][CH2:16][CH3:17].[Cl:18][C:19]1[N:20]=[C:21]([C:26](O)=[O:27])[NH:22][C:23]=1[CH2:24][CH3:25].CCN=C=NCCCN(C)C.Cl.C1C=CC2N(O)N=NC=2C=1. The catalyst is ClCCl.CC(N(C)C)=O. The product is [Cl:18][C:19]1[N:20]=[C:21]([C:26]([NH:1][C@H:2]2[CH2:7][CH2:6][N:5]([C:8]([O:10][C:11]([CH3:12])([CH3:13])[CH3:14])=[O:9])[CH2:4][C@H:3]2[O:15][CH2:16][CH3:17])=[O:27])[NH:22][C:23]=1[CH2:24][CH3:25]. The yield is 0.820. (10) The reactants are [F:1][C:2]1[CH:3]=[C:4]([NH:28][C:29]([NH:31][C:32](=[O:40])[CH2:33][C:34]2[CH:39]=[CH:38][CH:37]=[CH:36][CH:35]=2)=[S:30])[CH:5]=[CH:6][C:7]=1[O:8][C:9]1[CH:14]=[CH:13][N:12]=[C:11]2[CH:15]=[C:16]([C:18]3[CH:23]=[CH:22][C:21](S(C)(=O)=O)=[CH:20][CH:19]=3)[S:17][C:10]=12.FC1C=C(N)C=CC=1[O:48]C1C=CN=C2C=C(C3C=CC(S(C)(=O)=O)=CC=3)SC=12.NC1C=CC(OC2C=CN=C3C=C(C4C=CC(O)=CC=4)SC=23)=C(F)C=1. No catalyst specified. The product is [F:1][C:2]1[CH:3]=[C:4]([NH:28][C:29]([NH:31][C:32](=[O:40])[CH2:33][C:34]2[CH:39]=[CH:38][CH:37]=[CH:36][CH:35]=2)=[S:30])[CH:5]=[CH:6][C:7]=1[O:8][C:9]1[CH:14]=[CH:13][N:12]=[C:11]2[CH:15]=[C:16]([C:18]3[CH:23]=[CH:22][C:21]([OH:48])=[CH:20][CH:19]=3)[S:17][C:10]=12. The yield is 0.0300.